Dataset: Forward reaction prediction with 1.9M reactions from USPTO patents (1976-2016). Task: Predict the product of the given reaction. (1) Given the reactants Br[CH:2]([CH:16]1[CH2:18][CH2:17]1)[C:3]([C:5]1[CH:6]=[C:7]([CH:12]=[CH:13][C:14]=1[CH3:15])[C:8]([O:10][CH3:11])=[O:9])=[O:4].Cl.[CH3:20][O:21][CH2:22][C:23](=[NH:25])[NH2:24].C(=O)([O-])[O-].[K+].[K+].CN(C)C=O, predict the reaction product. The product is: [CH:16]1([C:2]2[N:24]=[C:23]([CH2:22][O:21][CH3:20])[NH:25][C:3]=2[C:5]2[CH:6]=[C:7]([CH:12]=[CH:13][C:14]=2[CH3:15])[C:8]([O:10][CH3:11])=[O:9])[CH2:18][CH2:17]1.[CH:16]1([C:2]2[N:24]=[C:23]([CH2:22][O:21][CH3:20])[O:4][C:3]=2[C:5]2[CH:6]=[C:7]([CH:12]=[CH:13][C:14]=2[CH3:15])[C:8]([O:10][CH3:11])=[O:9])[CH2:18][CH2:17]1. (2) Given the reactants Br[C:2]1[CH:11]=[CH:10][CH:9]=[C:8]2[C:3]=1[CH:4]=[CH:5][C:6](Cl)=[N:7]2.[CH3:13][O:14][C:15]1[CH:22]=[CH:21][CH:20]=[CH:19][C:16]=1[CH2:17][NH2:18].[CH2:23]([NH2:30])[C:24]1[CH:29]=[CH:28][CH:27]=[CH:26][CH:25]=1, predict the reaction product. The product is: [CH2:23]([NH:30][C:2]1[C:3]2[CH:4]=[CH:5][C:6]([NH:18][CH2:17][C:16]3[CH:19]=[CH:20][CH:21]=[CH:22][C:15]=3[O:14][CH3:13])=[N:7][C:8]=2[CH:9]=[CH:10][CH:11]=1)[C:24]1[CH:29]=[CH:28][CH:27]=[CH:26][CH:25]=1.